Regression. Given a peptide amino acid sequence and an MHC pseudo amino acid sequence, predict their binding affinity value. This is MHC class I binding data. From a dataset of Peptide-MHC class I binding affinity with 185,985 pairs from IEDB/IMGT. (1) The peptide sequence is VHDREGNEV. The MHC is HLA-A69:01 with pseudo-sequence HLA-A69:01. The binding affinity (normalized) is 0.0847. (2) The peptide sequence is IGPFLPGEV. The MHC is H-2-Dd with pseudo-sequence H-2-Dd. The binding affinity (normalized) is 0.267. (3) The peptide sequence is ILLLCLIFLL. The MHC is HLA-A02:01 with pseudo-sequence HLA-A02:01. The binding affinity (normalized) is 0.744. (4) The peptide sequence is RPNMSRHLF. The MHC is HLA-A01:01 with pseudo-sequence HLA-A01:01. The binding affinity (normalized) is 0.0322.